This data is from Forward reaction prediction with 1.9M reactions from USPTO patents (1976-2016). The task is: Predict the product of the given reaction. (1) The product is: [CH3:19][N:7]1[CH:8]=[C:9]([C:11]2[CH:16]=[N:15][C:14]([CH3:17])=[CH:13][CH:12]=2)[N:10]=[C:6]1[CH:2]=[O:1]. Given the reactants [O:1]1CCO[CH:2]1[C:6]1[N:7]([CH3:19])[CH:8]=[C:9]([C:11]2[CH:12]=[CH:13][C:14]([CH2:17]C)=[N:15][CH:16]=2)[N:10]=1.C(Cl)Cl.Cl.C(=O)(O)[O-].[Na+], predict the reaction product. (2) Given the reactants [CH2:1]([NH:3][C:4]([NH:6][N:7]([CH2:9][C:10]([OH:12])=O)[CH3:8])=[O:5])[CH3:2].[NH2:13][C@H:14]([C:27]([N:29]([C@@H:41]([CH3:49])[CH:42]([O:46][CH2:47][CH3:48])[O:43][CH2:44][CH3:45])[CH2:30][C:31]1[CH:32]=[CH:33][CH:34]=[C:35]2[C:40]=1[N:39]=[CH:38][CH:37]=[CH:36]2)=[O:28])[CH2:15][CH2:16][CH2:17][CH2:18][NH:19][C:20](=[O:26])[O:21][C:22]([CH3:25])([CH3:24])[CH3:23], predict the reaction product. The product is: [CH2:47]([O:46][CH:42]([O:43][CH2:44][CH3:45])[C@@H:41]([N:29]([CH2:30][C:31]1[CH:32]=[CH:33][CH:34]=[C:35]2[C:40]=1[N:39]=[CH:38][CH:37]=[CH:36]2)[C:27](=[O:28])[C@@H:14]([NH:13][C:10](=[O:12])[CH2:9][N:7]([CH3:8])[NH:6][C:4](=[O:5])[NH:3][CH2:1][CH3:2])[CH2:15][CH2:16][CH2:17][CH2:18][NH:19][C:20](=[O:26])[O:21][C:22]([CH3:24])([CH3:25])[CH3:23])[CH3:49])[CH3:48].